Task: Predict the product of the given reaction.. Dataset: Forward reaction prediction with 1.9M reactions from USPTO patents (1976-2016) (1) Given the reactants [Br:1][C:2]1[CH:3]=[C:4]2[C:9](=[CH:10][CH:11]=1)[N:8]([CH2:12][C:13]1[CH:18]=[CH:17][C:16]([O:19][CH3:20])=[CH:15][CH:14]=1)[C:7](=[O:21])[C:6]([C:22]1[S:23][CH:24]=[CH:25][CH:26]=1)=[C:5]2[OH:27].C(=O)([O-])[O-].[K+].[K+].Br[CH2:35][CH:36]1[CH2:41][CH2:40][O:39][CH2:38][CH2:37]1.[OH-].[Na+], predict the reaction product. The product is: [Br:1][C:2]1[CH:3]=[C:4]2[C:9](=[CH:10][CH:11]=1)[N:8]([CH2:12][C:13]1[CH:14]=[CH:15][C:16]([O:19][CH3:20])=[CH:17][CH:18]=1)[C:7](=[O:21])[C:6]([C:22]1[S:23][CH:24]=[CH:25][CH:26]=1)=[C:5]2[O:27][CH2:35][CH:36]1[CH2:41][CH2:40][O:39][CH2:38][CH2:37]1. (2) Given the reactants [I:1][C:2]1[CH:6]=[C:5]([CH:7]2[CH2:12][CH2:11][NH:10][CH2:9][CH2:8]2)[N:4]([CH:13]([CH3:15])[CH3:14])[N:3]=1.Br[CH2:17][CH2:18][O:19][CH3:20].C(=O)([O-])[O-].[Cs+].[Cs+].C(OCC)(=O)C, predict the reaction product. The product is: [I:1][C:2]1[CH:6]=[C:5]([CH:7]2[CH2:12][CH2:11][N:10]([CH2:17][CH2:18][O:19][CH3:20])[CH2:9][CH2:8]2)[N:4]([CH:13]([CH3:15])[CH3:14])[N:3]=1. (3) Given the reactants [Li+].CC([N-]C(C)C)C.C(O[O:14][C:15]1[C:20]([CH3:21])=[CH:19][CH:18]=[CH:17][C:16]=1[CH3:22])(=O)CC.[Si:23]([O:30][CH2:31][CH2:32][CH2:33][C@@H:34]([O:39][CH2:40][C:41]1[CH:46]=[CH:45][C:44]([O:47][CH3:48])=[CH:43][CH:42]=1)[C@H:35]([CH3:38])[CH:36]=[O:37])([C:26]([CH3:29])([CH3:28])[CH3:27])([CH3:25])[CH3:24].[CH2:49]1C[O:52][CH2:51][CH2:50]1, predict the reaction product. The product is: [Si:23]([O:30][CH2:31][CH2:32][CH2:33][C@@H:34]([O:39][CH2:40][C:41]1[CH:42]=[CH:43][C:44]([O:47][CH3:48])=[CH:45][CH:46]=1)[C@H:35]([CH3:38])[C@@H:36]([OH:37])[C@@H:50]([CH3:49])[C:51]([O:14][C:15]1[C:16]([CH3:22])=[CH:17][CH:18]=[CH:19][C:20]=1[CH3:21])=[O:52])([C:26]([CH3:29])([CH3:28])[CH3:27])([CH3:25])[CH3:24]. (4) Given the reactants [C:1]([N:8]([C:40]([O:42][C:43]([CH3:46])([CH3:45])[CH3:44])=[O:41])[C@H:9]([C:26]1[CH:31]=[CH:30][CH:29]=[C:28]([O:32]CC2C=CC=CC=2)[CH:27]=1)[C@@H:10]([C:12]1[CH:17]=[CH:16][CH:15]=[C:14]([O:18]CC2C=CC=CC=2)[CH:13]=1)[NH2:11])([O:3][C:4]([CH3:7])([CH3:6])[CH3:5])=[O:2].[H][H], predict the reaction product. The product is: [C:1]([N:8]([C:40]([O:42][C:43]([CH3:46])([CH3:45])[CH3:44])=[O:41])[C@H:9]([C:26]1[CH:31]=[CH:30][CH:29]=[C:28]([OH:32])[CH:27]=1)[C@@H:10]([C:12]1[CH:17]=[CH:16][CH:15]=[C:14]([OH:18])[CH:13]=1)[NH2:11])([O:3][C:4]([CH3:5])([CH3:7])[CH3:6])=[O:2]. (5) Given the reactants [CH3:1][C:2]1[CH:6]=[CH:5][N:4]([C:7]2[CH:12]=[CH:11][C:10]([OH:13])=[CH:9][CH:8]=2)[N:3]=1.Cl.Cl[CH2:16][CH2:17][N:18]1[CH2:23][CH2:22][CH2:21][CH2:20][CH2:19]1, predict the reaction product. The product is: [CH3:1][C:2]1[CH:6]=[CH:5][N:4]([C:7]2[CH:12]=[CH:11][C:10]([O:13][CH2:16][CH2:17][N:18]3[CH2:23][CH2:22][CH2:21][CH2:20][CH2:19]3)=[CH:9][CH:8]=2)[N:3]=1. (6) Given the reactants [Cl:1][C:2]1[N:7]=[C:6]([NH:8][C:9]2[C:13]([CH3:14])=[C:12]([CH3:15])[N:11]([C:16]([O:18][C:19]([CH3:22])([CH3:21])[CH3:20])=[O:17])[N:10]=2)[CH:5]=[CH:4][N:3]=1.[C:23](=O)([O-])[O-].[K+].[K+].IC, predict the reaction product. The product is: [Cl:1][C:2]1[N:7]=[C:6]([N:8]([CH3:23])[C:9]2[C:13]([CH3:14])=[C:12]([CH3:15])[N:11]([C:16]([O:18][C:19]([CH3:22])([CH3:21])[CH3:20])=[O:17])[N:10]=2)[CH:5]=[CH:4][N:3]=1.